From a dataset of Peptide-MHC class II binding affinity with 134,281 pairs from IEDB. Regression. Given a peptide amino acid sequence and an MHC pseudo amino acid sequence, predict their binding affinity value. This is MHC class II binding data. (1) The peptide sequence is LNIKLNMPLYIAGNK. The MHC is DRB1_1302 with pseudo-sequence DRB1_1302. The binding affinity (normalized) is 0.917. (2) The peptide sequence is AAEQLWVTVYYGVPVWK. The MHC is DRB1_1302 with pseudo-sequence DRB1_1302. The binding affinity (normalized) is 0.187. (3) The peptide sequence is EEPIAPYHFDLSGHAFGSMA. The MHC is DRB1_0401 with pseudo-sequence DRB1_0401. The binding affinity (normalized) is 0.438. (4) The MHC is HLA-DQA10201-DQB10402 with pseudo-sequence HLA-DQA10201-DQB10402. The peptide sequence is MMFLSLGVGADQGCAR. The binding affinity (normalized) is 0.502. (5) The peptide sequence is KPLLIAEDVEGEY. The MHC is HLA-DQA10501-DQB10201 with pseudo-sequence HLA-DQA10501-DQB10201. The binding affinity (normalized) is 0.851. (6) The MHC is HLA-DPA10201-DPB11401 with pseudo-sequence HLA-DPA10201-DPB11401. The peptide sequence is IDLNVLLSAAINFFL. The binding affinity (normalized) is 0.0918. (7) The peptide sequence is SYNSVGPDTGRLKFS. The MHC is DRB1_0101 with pseudo-sequence DRB1_0101. The binding affinity (normalized) is 0.451. (8) The peptide sequence is KYDAYVATLSEALRI. The MHC is DRB3_0202 with pseudo-sequence DRB3_0202. The binding affinity (normalized) is 0.464. (9) The peptide sequence is EIGWEAGTAAPDEIP. The MHC is HLA-DPA10201-DPB10101 with pseudo-sequence HLA-DPA10201-DPB10101. The binding affinity (normalized) is 0.104.